Dataset: Forward reaction prediction with 1.9M reactions from USPTO patents (1976-2016). Task: Predict the product of the given reaction. The product is: [F:6][C:7]1[CH:12]=[CH:11][C:10]([CH:1]=[O:2])=[C:9]([OH:13])[CH:8]=1. Given the reactants [CH3:1][O-:2].[Mg+2].C[O-].[F:6][C:7]1[CH:8]=[C:9]([OH:13])[CH:10]=[CH:11][CH:12]=1.C=O, predict the reaction product.